This data is from NCI-60 drug combinations with 297,098 pairs across 59 cell lines. The task is: Regression. Given two drug SMILES strings and cell line genomic features, predict the synergy score measuring deviation from expected non-interaction effect. (1) Drug 1: COC1=CC(=CC(=C1O)OC)C2C3C(COC3=O)C(C4=CC5=C(C=C24)OCO5)OC6C(C(C7C(O6)COC(O7)C8=CC=CS8)O)O. Drug 2: C(=O)(N)NO. Cell line: SK-MEL-2. Synergy scores: CSS=48.2, Synergy_ZIP=2.01, Synergy_Bliss=3.40, Synergy_Loewe=-73.8, Synergy_HSA=1.01. (2) Synergy scores: CSS=34.8, Synergy_ZIP=3.40, Synergy_Bliss=4.12, Synergy_Loewe=0.482, Synergy_HSA=5.55. Drug 1: C1=C(C(=O)NC(=O)N1)F. Cell line: SNB-19. Drug 2: C1=NC2=C(N1)C(=S)N=C(N2)N. (3) Drug 1: CCC1=CC2CC(C3=C(CN(C2)C1)C4=CC=CC=C4N3)(C5=C(C=C6C(=C5)C78CCN9C7C(C=CC9)(C(C(C8N6C)(C(=O)OC)O)OC(=O)C)CC)OC)C(=O)OC.C(C(C(=O)O)O)(C(=O)O)O. Drug 2: CC(C1=C(C=CC(=C1Cl)F)Cl)OC2=C(N=CC(=C2)C3=CN(N=C3)C4CCNCC4)N. Cell line: IGROV1. Synergy scores: CSS=35.0, Synergy_ZIP=-10.3, Synergy_Bliss=-1.23, Synergy_Loewe=-11.6, Synergy_HSA=-0.885. (4) Drug 1: CCC1=CC2CC(C3=C(CN(C2)C1)C4=CC=CC=C4N3)(C5=C(C=C6C(=C5)C78CCN9C7C(C=CC9)(C(C(C8N6C)(C(=O)OC)O)OC(=O)C)CC)OC)C(=O)OC.C(C(C(=O)O)O)(C(=O)O)O. Drug 2: C1C(C(OC1N2C=NC(=NC2=O)N)CO)O. Cell line: DU-145. Synergy scores: CSS=52.4, Synergy_ZIP=-2.08, Synergy_Bliss=0.509, Synergy_Loewe=-6.42, Synergy_HSA=1.96. (5) Drug 1: CC(C)(C#N)C1=CC(=CC(=C1)CN2C=NC=N2)C(C)(C)C#N. Drug 2: CC1=C2C(C(=O)C3(C(CC4C(C3C(C(C2(C)C)(CC1OC(=O)C(C(C5=CC=CC=C5)NC(=O)OC(C)(C)C)O)O)OC(=O)C6=CC=CC=C6)(CO4)OC(=O)C)O)C)O. Cell line: MOLT-4. Synergy scores: CSS=1.41, Synergy_ZIP=0.750, Synergy_Bliss=1.24, Synergy_Loewe=-3.70, Synergy_HSA=-3.57. (6) Drug 1: CC=C1C(=O)NC(C(=O)OC2CC(=O)NC(C(=O)NC(CSSCCC=C2)C(=O)N1)C(C)C)C(C)C. Drug 2: CCN(CC)CCCC(C)NC1=C2C=C(C=CC2=NC3=C1C=CC(=C3)Cl)OC. Cell line: MALME-3M. Synergy scores: CSS=52.0, Synergy_ZIP=2.95, Synergy_Bliss=1.54, Synergy_Loewe=-6.91, Synergy_HSA=4.61.